Dataset: Forward reaction prediction with 1.9M reactions from USPTO patents (1976-2016). Task: Predict the product of the given reaction. (1) Given the reactants [C:1](Cl)(Cl)=[S:2].[Br:5][C:6]1[CH:12]=[C:11]([O:13][CH3:14])[CH:10]=[C:9]([Br:15])[C:7]=1[NH2:8], predict the reaction product. The product is: [Br:5][C:6]1[CH:12]=[C:11]([O:13][CH3:14])[CH:10]=[C:9]([Br:15])[C:7]=1[N:8]=[C:1]=[S:2]. (2) Given the reactants [CH:1]([C:3]1[CH:16]=[CH:15][C:6]([C:7]([NH:9][CH2:10][CH2:11][C:12]([OH:14])=[O:13])=[O:8])=[CH:5][CH:4]=1)=O.C1CCC([CH2:23][C:24](C2C=CC=CC=2)=[O:25])CC1.N1C=CC=C[C:33]=1[C:38]1[CH:43]=[CH:42][CH:41]=[CH:40]N=1.[CH2:44]1[CH2:54][CH2:53]N2[C:47](=NCCC2)[CH2:46][CH2:45]1, predict the reaction product. The product is: [CH:33]1([C:44]2[CH:45]=[CH:46][C:47]([C:24](=[O:25])[CH:23]=[CH:1][C:3]3[CH:16]=[CH:15][C:6]([C:7]([NH:9][CH2:10][CH2:11][C:12]([OH:14])=[O:13])=[O:8])=[CH:5][CH:4]=3)=[CH:53][CH:54]=2)[CH2:38][CH2:43][CH2:42][CH2:41][CH2:40]1.